The task is: Predict the reaction yield, written as a fraction of the theoretical maximum amount of product (1.0 means a 100% yield; for example, 0.34 means a 34% yield).. This data is from Reaction yield outcomes from USPTO patents with 853,638 reactions. (1) The reactants are [CH2:1]1[C:10]2[C:5](=[CH:6][CH:7]=[CH:8][CH:9]=2)[CH2:4][C:3](=[O:11])[NH:2]1.[CH3:12][N:13]([CH3:16])[CH:14]=O.C[C:12]([N:13]([CH3:16])[CH3:14])=O. The catalyst is CN(C)C=O. The product is [CH3:12][N:13]([CH:16]=[C:4]1[C:5]2[C:10](=[CH:9][CH:8]=[CH:7][CH:6]=2)[CH2:1][NH:2][C:3]1=[O:11])[CH3:14]. The yield is 0.520. (2) The reactants are [NH2:1][C:2]1[CH:10]=[C:9]([F:11])[CH:8]=[CH:7][C:3]=1[C:4]([OH:6])=[O:5].S(Cl)(Cl)=O.[CH2:16](O)[CH3:17]. No catalyst specified. The product is [NH2:1][C:2]1[CH:10]=[C:9]([F:11])[CH:8]=[CH:7][C:3]=1[C:4]([O:6][CH2:16][CH3:17])=[O:5]. The yield is 0.940.